From a dataset of Full USPTO retrosynthesis dataset with 1.9M reactions from patents (1976-2016). Predict the reactants needed to synthesize the given product. (1) Given the product [CH2:1]([N:8]1[CH2:9][C:10]2[C:18](=[CH:17][C:16]3[N:15]([C:20]([C:27]4[CH:32]=[CH:31][CH:30]=[CH:29][CH:28]=4)([C:33]4[CH:34]=[CH:35][CH:36]=[CH:37][CH:38]=4)[C:21]4[CH:26]=[CH:25][CH:24]=[CH:23][CH:22]=4)[N:14]=[C:13]([C:39]4[CH:40]=[CH:41][N:42]=[CH:43][CH:44]=4)[C:12]=3[CH:11]=2)[NH:19][C:57]1=[O:58])[C:2]1[CH:3]=[CH:4][CH:5]=[CH:6][CH:7]=1, predict the reactants needed to synthesize it. The reactants are: [CH2:1]([NH:8][CH2:9][C:10]1[CH:11]=[C:12]2[C:16](=[CH:17][C:18]=1[NH2:19])[N:15]([C:20]([C:33]1[CH:38]=[CH:37][CH:36]=[CH:35][CH:34]=1)([C:27]1[CH:32]=[CH:31][CH:30]=[CH:29][CH:28]=1)[C:21]1[CH:26]=[CH:25][CH:24]=[CH:23][CH:22]=1)[N:14]=[C:13]2[C:39]1[CH:44]=[CH:43][N:42]=[CH:41][CH:40]=1)[C:2]1[CH:7]=[CH:6][CH:5]=[CH:4][CH:3]=1.CCN(CC)CC.C1N=CN([C:57](N2C=NC=C2)=[O:58])C=1. (2) Given the product [CH3:1][CH:2]([CH3:15])[CH2:3][CH2:4][NH:5][C:6]([C:8]1[N:9]=[N:10][C:11]([N:19]2[CH2:20][CH2:21][N:16]([C:22](=[O:23])[C:24]3[CH:29]=[CH:28][C:27]([F:30])=[CH:26][C:25]=3[C:31]([F:34])([F:33])[F:32])[CH2:17][CH2:18]2)=[CH:12][CH:13]=1)=[O:7], predict the reactants needed to synthesize it. The reactants are: [CH3:1][CH:2]([CH3:15])[CH2:3][CH2:4][NH:5][C:6]([C:8]1[N:9]=[N:10][C:11](Cl)=[CH:12][CH:13]=1)=[O:7].[N:16]1([C:22]([C:24]2[CH:29]=[CH:28][C:27]([F:30])=[CH:26][C:25]=2[C:31]([F:34])([F:33])[F:32])=[O:23])[CH2:21][CH2:20][NH:19][CH2:18][CH2:17]1. (3) Given the product [CH2:39]([O:38][C:36]([N:8]1[CH2:14][CH2:13][CH2:12][CH:11]([N:15]2[CH2:20][CH2:19][CH:18]([C:21](=[O:22])[NH:23][CH2:24][CH:25]([CH3:27])[CH3:26])[CH2:17][CH2:16]2)[CH2:10][CH2:9]1)=[O:37])[C:40]#[CH:41], predict the reactants needed to synthesize it. The reactants are: OC(C(F)(F)F)=O.[NH:8]1[CH2:14][CH2:13][CH2:12][CH:11]([N:15]2[CH2:20][CH2:19][CH:18]([C:21]([NH:23][CH2:24][CH:25]([CH3:27])[CH3:26])=[O:22])[CH2:17][CH2:16]2)[CH2:10][CH2:9]1.CCN(CC)CC.Cl[C:36]([O:38][CH2:39][C:40]#[CH:41])=[O:37]. (4) Given the product [ClH:30].[NH:1]1[CH:5]=[CH:4][CH:3]=[C:2]1[C:6]([N:8]1[CH2:9][CH2:10][N:11]([C:14]2[CH:25]=[CH:24][C:17]([C:18]([NH:20][C:21]([NH2:23])=[NH:22])=[O:19])=[CH:16][C:15]=2[C:26]([F:28])([F:29])[F:27])[CH2:12][CH2:13]1)=[O:7], predict the reactants needed to synthesize it. The reactants are: [NH:1]1[CH:5]=[CH:4][CH:3]=[C:2]1[C:6]([N:8]1[CH2:13][CH2:12][N:11]([C:14]2[CH:25]=[CH:24][C:17]([C:18]([NH:20][C:21]([NH2:23])=[NH:22])=[O:19])=[CH:16][C:15]=2[C:26]([F:29])([F:28])[F:27])[CH2:10][CH2:9]1)=[O:7].[ClH:30]. (5) Given the product [Cl:23][CH2:9][C:8]1[S:7][C:6]([C:11]2[CH:16]=[CH:15][C:14]([C:17]([F:20])([F:19])[F:18])=[CH:13][CH:12]=2)=[N:5][C:4]=1[CH:1]([CH3:3])[CH3:2], predict the reactants needed to synthesize it. The reactants are: [CH:1]([C:4]1[N:5]=[C:6]([C:11]2[CH:16]=[CH:15][C:14]([C:17]([F:20])([F:19])[F:18])=[CH:13][CH:12]=2)[S:7][C:8]=1[CH2:9]O)([CH3:3])[CH3:2].O=S(Cl)[Cl:23]. (6) The reactants are: [C:1]1([C:7]2[C:16]3[C:11](=[C:12]([C:17]([F:20])([F:19])[F:18])[CH:13]=[CH:14][CH:15]=3)[N:10]=[CH:9][C:8]=2[CH2:21]O)[CH:6]=[CH:5][CH:4]=[CH:3][CH:2]=1.[C:23]1([C:29]2[C:25]3[C:24](=[C:23]([C:29](F)(F)F)[CH:28]=[CH:27][CH:26]=3)N=CC=2C(OCC)=O)[CH:28]=[CH:27][CH:26]=[CH:25][CH:24]=1.[Li+].[BH4-]. Given the product [CH3:29][C:23]1[CH:28]=[CH:27][C:26]([CH2:21][C:8]2[CH:9]=[N:10][C:11]3[C:16]([C:7]=2[C:1]2[CH:6]=[CH:5][CH:4]=[CH:3][CH:2]=2)=[CH:15][CH:14]=[CH:13][C:12]=3[C:17]([F:19])([F:18])[F:20])=[CH:25][CH:24]=1, predict the reactants needed to synthesize it. (7) Given the product [CH:36]1([CH2:35][O:34][C:32]2[CH:31]=[CH:30][C:28]3[CH:29]=[C:25]([C@H:22]4[CH2:23][CH2:24][C@H:19]([OH:18])[CH2:20][CH2:21]4)[O:26][C:27]=3[CH:33]=2)[CH2:37][CH2:38]1, predict the reactants needed to synthesize it. The reactants are: C([Si]([O:18][CH:19]1[CH2:24][CH2:23][CH:22]([C:25]2[O:26][C:27]3[CH:33]=[C:32]([O:34][CH2:35][CH:36]4[CH2:38][CH2:37]4)[CH:31]=[CH:30][C:28]=3[CH:29]=2)[CH2:21][CH2:20]1)(C1C=CC=CC=1)C1C=CC=CC=1)(C)(C)C.[F-].C([N+](CCCC)(CCCC)CCCC)CCC.